Dataset: Catalyst prediction with 721,799 reactions and 888 catalyst types from USPTO. Task: Predict which catalyst facilitates the given reaction. Reactant: [H-].[Al+3].[Li+].[H-].[H-].[H-].[CH:7]([N:10]1[C:14]([C:15](OCC)=[O:16])=[CH:13][C:12]([C:20]2[CH:25]=[CH:24][C:23]([C:26]([F:29])([F:28])[F:27])=[CH:22][CH:21]=2)=[N:11]1)([CH3:9])[CH3:8].S([O-])([O-])(=O)=O.[Na+].[Na+].C(OCC)(=O)C. Product: [CH:7]([N:10]1[C:14]([CH2:15][OH:16])=[CH:13][C:12]([C:20]2[CH:25]=[CH:24][C:23]([C:26]([F:29])([F:28])[F:27])=[CH:22][CH:21]=2)=[N:11]1)([CH3:9])[CH3:8]. The catalyst class is: 7.